This data is from Full USPTO retrosynthesis dataset with 1.9M reactions from patents (1976-2016). The task is: Predict the reactants needed to synthesize the given product. (1) The reactants are: [CH3:1][N:2]1[CH2:7][CH2:6][CH:5]([C:8]([NH:10][C:11]2[CH:16]=[C:15]([O:17][C:18]3[CH:23]=[CH:22][C:21]([NH:24][CH3:25])=[C:20]([N+:26]([O-])=O)[CH:19]=3)[CH:14]=[CH:13][N:12]=2)=[O:9])[CH2:4][CH2:3]1. Given the product [NH2:26][C:20]1[CH:19]=[C:18]([O:17][C:15]2[CH:14]=[CH:13][N:12]=[C:11]([NH:10][C:8]([CH:5]3[CH2:6][CH2:7][N:2]([CH3:1])[CH2:3][CH2:4]3)=[O:9])[CH:16]=2)[CH:23]=[CH:22][C:21]=1[NH:24][CH3:25], predict the reactants needed to synthesize it. (2) The reactants are: [C:1]([N:5]1[C:9]([C:10]2[CH:15]=[CH:14][C:13]([F:16])=[CH:12][CH:11]=2)=[CH:8][C:7]([CH2:17][CH2:18][CH:19]=O)=[N:6]1)([CH3:4])([CH3:3])[CH3:2].[F:21][C:22]1[CH:27]=[CH:26][C:25]([CH:28]([C:35]2[CH:40]=[CH:39][C:38]([F:41])=[CH:37][CH:36]=2)[N:29]2[CH2:34][CH2:33][NH:32][CH2:31][CH2:30]2)=[CH:24][CH:23]=1.CCN(C(C)C)C(C)C.[BH-](OC(C)=O)(OC(C)=O)OC(C)=O.[Na+]. Given the product [C:1]([N:5]1[C:9]([C:10]2[CH:15]=[CH:14][C:13]([F:16])=[CH:12][CH:11]=2)=[CH:8][C:7]([CH2:17][CH2:18][CH2:19][N:32]2[CH2:31][CH2:30][N:29]([CH:28]([C:35]3[CH:40]=[CH:39][C:38]([F:41])=[CH:37][CH:36]=3)[C:25]3[CH:24]=[CH:23][C:22]([F:21])=[CH:27][CH:26]=3)[CH2:34][CH2:33]2)=[N:6]1)([CH3:4])([CH3:3])[CH3:2], predict the reactants needed to synthesize it. (3) Given the product [NH2:17][C@H:13]([CH:10]1[CH2:11][CH2:12][CH2:7][CH2:8][CH2:9]1)[CH2:14][OH:15], predict the reactants needed to synthesize it. The reactants are: [H-].[H-].[H-].[H-].[Li+].[Al+3].[CH2:7]1[CH2:12][CH2:11][CH:10]([C@@H:13]([NH2:17])[C:14](O)=[O:15])[CH2:9][CH2:8]1.O.[OH-].[Na+]. (4) Given the product [CH3:26][N:27]1[CH:31]=[C:30]([C:2]2[N:7]=[C:6]3[N:8]([CH2:11][C:12]4[CH:13]=[C:14]5[C:19](=[CH:20][CH:21]=4)[N:18]=[CH:17][CH:16]=[CH:15]5)[N:9]=[N:10][C:5]3=[C:4]([NH:22][C:23](=[O:25])[CH3:24])[CH:3]=2)[CH:29]=[N:28]1, predict the reactants needed to synthesize it. The reactants are: Cl[C:2]1[N:7]=[C:6]2[N:8]([CH2:11][C:12]3[CH:13]=[C:14]4[C:19](=[CH:20][CH:21]=3)[N:18]=[CH:17][CH:16]=[CH:15]4)[N:9]=[N:10][C:5]2=[C:4]([NH:22][C:23](=[O:25])[CH3:24])[CH:3]=1.[CH3:26][N:27]1[CH:31]=[C:30](B2OC(C)(C)C(C)(C)O2)[CH:29]=[N:28]1.C([O-])([O-])=O.[Na+].[Na+]. (5) Given the product [CH2:1]([O:8][C:9]1[C:14]([NH2:15])=[CH:13][CH:12]=[CH:11][N:10]=1)[C:2]1[CH:3]=[CH:4][CH:5]=[CH:6][CH:7]=1, predict the reactants needed to synthesize it. The reactants are: [CH2:1]([O:8][C:9]1[C:14]([N+:15]([O-])=O)=[CH:13][CH:12]=[CH:11][N:10]=1)[C:2]1[CH:7]=[CH:6][CH:5]=[CH:4][CH:3]=1. (6) Given the product [N:10]1([CH2:3][C:4]2[CH:9]=[CH:8][N:7]=[CH:6][CH:5]=2)[CH:14]=[CH:13][N:12]=[CH:11]1, predict the reactants needed to synthesize it. The reactants are: Br.Br[CH2:3][C:4]1[CH:9]=[CH:8][N:7]=[CH:6][CH:5]=1.[NH:10]1[CH:14]=[CH:13][N:12]=[CH:11]1.C([O-])([O-])=O.[K+].[K+].